This data is from Experimentally validated miRNA-target interactions with 360,000+ pairs, plus equal number of negative samples. The task is: Binary Classification. Given a miRNA mature sequence and a target amino acid sequence, predict their likelihood of interaction. (1) The miRNA is mmu-miR-592-5p with sequence AUUGUGUCAAUAUGCGAUGAUGU. The protein sequence of the target gene is MGQSVLRAVFFLVLGLLGHSHGGFPNTISIGGLFMRNTVQEHSAFRFAVQLYNTNQNTTEKPFHLNYHVDHLDSSNSFSVTNAFCSQFSRGVYAIFGFYDQMSMNTLTSFCGALHTSFVTPSFPTDADVQFVIQMRPALKGAILSLLGYYKWEKFVYLYDTERGFSILQAIMEAAVQNNWQVTARSVGNIKDIQEFRRIIEEMDRRQEKRYLIDCEVERINTILEQVVILGKHSRGYHYMLANLGFTDIVLERVMHGGANITGFQIVNNENPMVQQFIQRWVRLDEREFPEAKNAPLKYT.... Result: 1 (interaction). (2) The miRNA is hsa-miR-758-3p with sequence UUUGUGACCUGGUCCACUAACC. The protein sequence of the target gene is MYRYLAKALLPSRAGPAALGSAANHSAALLGRGRGQPAAASQPGLALAARRHYSELVADREDDPNFFKMVEGFFDRGASIVEDKLVKDLRTQESEEQKRNRVRGILRIIKPCNHVLSLSFPIRRDDGSWEVIEGYRAQHSQHRTPCKGGIRYSTDVSVDEVKALASLMTYKCAVVDVPFGGAKAGVKINPKNYTENELEKITRRFTMELAKKGFIGPGVDVPAPDMNTGEREMSWIADTYASTIGHYDINAHACVTGKPISQGGIHGRISATGRGVFHGIENFINEASYMSILGMTPGFR.... Result: 0 (no interaction). (3) Result: 1 (interaction). The protein sequence of the target gene is MAATASAGAGGIDGKPRTSPKSVKFLFGGLAGMGATVFVQPLDLVKNRMQLSGEGAKTREYKTSFHALTSILKAEGLRGIYTGLSAGLLRQATYTTTRLGIYTVLFERLTGADGTPPGFLLKAVIGMTAGATGAFVGTPAEVALIRMTADGRLPADQRRGYKNVFNALIRITREEGVLTLWRGCIPTMARAVVVNAAQLASYSQSKQFLLDSGYFSDNILCHFCASMISGLVTTAASMPVDIAKTRIQNMRMIDGKPEYKNGLDVLFKVVRYEGFFSLWKGFTPYYARLGPHTVLTFIFL.... The miRNA is hsa-miR-548aj-3p with sequence UAAAAACUGCAAUUACUUUUA.